From a dataset of Reaction yield outcomes from USPTO patents with 853,638 reactions. Predict the reaction yield, written as a fraction of the theoretical maximum amount of product (1.0 means a 100% yield; for example, 0.34 means a 34% yield). (1) The reactants are [N:1]1[NH:2][C:3](=[O:16])[CH2:4][CH:5]2[CH2:11][CH2:10][CH2:9][C:8]3[CH:12]=[CH:13][CH:14]=[CH:15][C:7]=3[C:6]=12. The catalyst is C(#N)C.[Cu](Cl)Cl. The product is [O:16]=[C:3]1[NH:2][N:1]=[C:6]2[C:7]3[CH:15]=[CH:14][CH:13]=[CH:12][C:8]=3[CH2:9][CH2:10][CH2:11][C:5]2=[CH:4]1. The yield is 0.900. (2) The reactants are [CH:1](=[O:10])[CH:2]=[CH:3][C:4]1[CH:9]=[CH:8][CH:7]=[CH:6][CH:5]=1.[C:11]([C:13]1C(=O)C(Cl)=C(Cl)[C:15](=[O:16])[C:14]=1C#N)#N.C(O)CCC.O.[O-2].[O-2].[O-2].O=[Si]=O.O=[Si]=O.O=[Si]=O.O=[Si]=O.[Al+3].[Al+3]. The catalyst is C1(C)C=CC=CC=1. The product is [C:1]([O:16][CH2:15][CH2:14][CH2:13][CH3:11])(=[O:10])[CH:2]=[CH:3][C:4]1[CH:9]=[CH:8][CH:7]=[CH:6][CH:5]=1. The yield is 0.940.